Dataset: Forward reaction prediction with 1.9M reactions from USPTO patents (1976-2016). Task: Predict the product of the given reaction. (1) Given the reactants Br[CH2:2][C@H:3]1[CH2:7][C:6]2[CH:8]=[C:9]([F:20])[CH:10]=[C:11]([C:12]3[CH:17]=[CH:16][C:15]([Cl:18])=[CH:14][C:13]=3[CH3:19])[C:5]=2[O:4]1.[N:21](CC1CC2C=C(Cl)C=C(C3C=CSC=3)C=2O1)=[N+:22]=[N-:23], predict the reaction product. The product is: [N:21]([CH2:2][C@H:3]1[CH2:7][C:6]2[CH:8]=[C:9]([F:20])[CH:10]=[C:11]([C:12]3[CH:17]=[CH:16][C:15]([Cl:18])=[CH:14][C:13]=3[CH3:19])[C:5]=2[O:4]1)=[N+:22]=[N-:23]. (2) Given the reactants [Br:1][C:2]1[CH:7]=[CH:6][C:5]([CH2:8][C:9](O)=[O:10])=[C:4]([N+:12]([O-])=O)[CH:3]=1.S(=O)(=O)(O)O, predict the reaction product. The product is: [Br:1][C:2]1[CH:3]=[C:4]2[C:5]([CH2:8][C:9](=[O:10])[NH:12]2)=[CH:6][CH:7]=1. (3) Given the reactants [BH4-].[Na+].[F:3][C:4]1[CH:9]=[C:8]([O:10][CH2:11][CH2:12][CH3:13])[CH:7]=[C:6](/[CH:14]=[CH:15]/[N+:16]([O-:18])=[O:17])[CH:5]=1, predict the reaction product. The product is: [F:3][C:4]1[CH:9]=[C:8]([O:10][CH2:11][CH2:12][CH3:13])[CH:7]=[C:6]([CH2:14][CH2:15][N+:16]([O-:18])=[O:17])[CH:5]=1. (4) Given the reactants C[O:2][C:3](=[O:25])[C:4]1[CH:9]=[CH:8][CH:7]=[C:6]([NH:10][C:11]([NH:13][CH:14]2[CH:21]3[CH2:22][CH:17]4[CH2:18][CH:19]([CH2:23][CH:15]2[CH2:16]4)[CH2:20]3)=[O:12])[C:5]=1[CH3:24].[OH-].[Na+], predict the reaction product. The product is: [CH:15]12[CH2:23][CH:19]3[CH2:18][CH:17]([CH2:22][CH:21]([CH2:20]3)[CH:14]1[NH:13][C:11](=[O:12])[NH:10][C:6]1[C:5]([CH3:24])=[C:4]([CH:9]=[CH:8][CH:7]=1)[C:3]([OH:25])=[O:2])[CH2:16]2. (5) Given the reactants CN1CCOCC1.CN(C(ON1N=NC2C=CC=CC1=2)=[N+](C)C)C.F[P-](F)(F)(F)(F)F.O.ON1C2C=CC=CC=2N=N1.[C:43]([C:47]1[CH:55]=[CH:54][C:50]([C:51]([OH:53])=O)=[CH:49][CH:48]=1)([CH3:46])([CH3:45])[CH3:44].[NH2:56][C@@H:57]([CH2:80][CH:81]([CH3:83])[CH3:82])[C:58]([N:60]1[CH2:64][CH2:63][C@H:62]2[N:65]([C:72](=[O:79])[C:73]3[CH:78]=[CH:77][CH:76]=[CH:75][CH:74]=3)[CH2:66][C:67]([O:70][CH3:71])([O:68][CH3:69])[C@@H:61]12)=[O:59], predict the reaction product. The product is: [C:72]([N:65]1[C@H:62]2[C@H:61]([N:60]([C:58]([C@@H:57]([NH:56][C:51](=[O:53])[C:50]3[CH:49]=[CH:48][C:47]([C:43]([CH3:44])([CH3:45])[CH3:46])=[CH:55][CH:54]=3)[CH2:80][CH:81]([CH3:83])[CH3:82])=[O:59])[CH2:64][CH2:63]2)[C:67]([O:68][CH3:69])([O:70][CH3:71])[CH2:66]1)(=[O:79])[C:73]1[CH:74]=[CH:75][CH:76]=[CH:77][CH:78]=1. (6) The product is: [CH3:30][C:7]1[CH:8]=[C:9]([NH:12][CH2:13][C:14]2[S:18][C:17]([C:19]3[CH:24]=[CH:23][C:22]([C:25]([F:27])([F:26])[F:28])=[CH:21][CH:20]=3)=[N:16][C:15]=2[CH3:29])[CH:10]=[CH:11][C:6]=1[O:5][CH2:4][C:3]([OH:31])=[O:2]. Given the reactants C[O:2][C:3](=[O:31])[CH2:4][O:5][C:6]1[CH:11]=[CH:10][C:9]([NH:12][CH2:13][C:14]2[S:18][C:17]([C:19]3[CH:24]=[CH:23][C:22]([C:25]([F:28])([F:27])[F:26])=[CH:21][CH:20]=3)=[N:16][C:15]=2[CH3:29])=[CH:8][C:7]=1[CH3:30].[Li+].[OH-], predict the reaction product. (7) Given the reactants [CH2:1]([O:8][C:9]1[C:17]([CH3:18])=[CH:16][C:12]([C:13](O)=[O:14])=[CH:11][C:10]=1[CH3:19])[C:2]1[CH:7]=[CH:6][CH:5]=[CH:4][CH:3]=1.C(Cl)(=O)C([Cl:23])=O, predict the reaction product. The product is: [CH2:1]([O:8][C:9]1[C:17]([CH3:18])=[CH:16][C:12]([C:13]([Cl:23])=[O:14])=[CH:11][C:10]=1[CH3:19])[C:2]1[CH:7]=[CH:6][CH:5]=[CH:4][CH:3]=1. (8) Given the reactants C1(C)C=CC=CC=1.[F:8][C:9]([F:14])([F:13])[C:10]([OH:12])=[O:11].O=[C:16]([CH2:36][CH2:37][CH2:38][CH2:39][C:40](=O)[CH2:41][NH:42]/[C:43](/[NH:52]C(OC(C)(C)C)=O)=[N:44]\C(OC(C)(C)C)=O)[CH2:17][NH:18]/[C:19](/[NH:28]C(OC(C)(C)C)=O)=[N:20]\C(OC(C)(C)C)=O, predict the reaction product. The product is: [F:8][C:9]([F:14])([F:13])[C:10]([O-:12])=[O:11].[CH2:39]([C:40]1[NH+:44]=[C:43]([NH2:52])[NH:42][CH:41]=1)[CH2:38][CH2:37][CH2:36][C:16]1[NH+:20]=[C:19]([NH2:28])[NH:18][CH:17]=1.[F:8][C:9]([F:14])([F:13])[C:10]([O-:12])=[O:11]. (9) Given the reactants C(NC(C)C)(C)C.C([Li])CCC.[Br:13][C:14]1[CH:19]=[CH:18][CH:17]=[CH:16][C:15]=1[F:20].[Li].[C:22](=[O:24])=[O:23], predict the reaction product. The product is: [Br:13][C:14]1[C:15]([F:20])=[C:16]([CH:17]=[CH:18][CH:19]=1)[C:22]([OH:24])=[O:23].